This data is from Catalyst prediction with 721,799 reactions and 888 catalyst types from USPTO. The task is: Predict which catalyst facilitates the given reaction. Reactant: [CH3:1][N:2]1[CH2:15][CH2:14][C:5]2[NH:6][C:7]3[CH:8]=[CH:9][C:10]([CH3:13])=[CH:11][C:12]=3[C:4]=2[CH2:3]1.[OH-].[K+].[CH2:18]([C:20]1[CH:25]=[CH:24][C:23]([CH:26]=[CH2:27])=[CH:22][N:21]=1)[CH3:19]. Product: [CH2:18]([C:20]1[N:21]=[CH:22][C:23]([CH2:26][CH2:27][N:6]2[C:7]3[CH:8]=[CH:9][C:10]([CH3:13])=[CH:11][C:12]=3[C:4]3[CH2:3][N:2]([CH3:1])[CH2:15][CH2:14][C:5]2=3)=[CH:24][CH:25]=1)[CH3:19]. The catalyst class is: 264.